From a dataset of Reaction yield outcomes from USPTO patents with 853,638 reactions. Predict the reaction yield, written as a fraction of the theoretical maximum amount of product (1.0 means a 100% yield; for example, 0.34 means a 34% yield). (1) The reactants are [F:1][C:2]([F:11])([F:10])[C:3]1[CH:4]=[C:5]([OH:9])[CH:6]=[CH:7][CH:8]=1.F[C:13]1[CH:20]=[CH:19][C:18]([CH:21]=[O:22])=[CH:17][C:14]=1[C:15]#[N:16].C([O-])([O-])=O.[K+].[K+]. The catalyst is CN(C=O)C. The product is [CH:21]([C:18]1[CH:19]=[CH:20][C:13]([O:9][C:5]2[CH:6]=[CH:7][CH:8]=[C:3]([C:2]([F:10])([F:11])[F:1])[CH:4]=2)=[C:14]([CH:17]=1)[C:15]#[N:16])=[O:22]. The yield is 1.07. (2) The yield is 0.570. The catalyst is C(Cl)Cl.O. The product is [Cl:22][C:23]1[C:31]([F:32])=[C:30]2[C:26]([C:27]([S:13][C:12]3[C:2]([F:1])=[C:3]([CH:9]=[CH:10][CH:11]=3)[C:4]([O:6][CH2:7][CH3:8])=[O:5])=[C:28]([CH3:33])[NH:29]2)=[CH:25][CH:24]=1. The reactants are [F:1][C:2]1[C:12]([SH:13])=[CH:11][CH:10]=[CH:9][C:3]=1[C:4]([O:6][CH2:7][CH3:8])=[O:5].ClN1C(=O)CCC1=O.[Cl:22][C:23]1[C:31]([F:32])=[C:30]2[C:26]([CH:27]=[C:28]([CH3:33])[NH:29]2)=[CH:25][CH:24]=1. (3) The reactants are [F:1][C:2]1[CH:3]=[CH:4][C:5]([O:11][C:12]([F:15])([F:14])[F:13])=[C:6]2[C:10]=1[NH:9][CH:8]=[CH:7]2.[OH-].[K+].[CH3:18][O:19][CH2:20][CH2:21]Br. The catalyst is CS(C)=O. The product is [F:1][C:2]1[CH:3]=[CH:4][C:5]([O:11][C:12]([F:15])([F:13])[F:14])=[C:6]2[C:10]=1[N:9]([CH2:21][CH2:20][O:19][CH3:18])[CH:8]=[CH:7]2. The yield is 0.950. (4) The reactants are [F:1][C:2]1[CH:18]=[CH:17][C:5]([CH2:6][NH:7][C:8]([C:10]2[S:14][C:13](Br)=[N:12][C:11]=2[CH3:16])=[O:9])=[CH:4][CH:3]=1.[I:19][C:20]1[CH:25]=[N:24][CH:23]=[C:22](I)[N:21]=1. The catalyst is O1CCCC1.CN(C)C=O.C1C=CC([P]([Pd]([P](C2C=CC=CC=2)(C2C=CC=CC=2)C2C=CC=CC=2)([P](C2C=CC=CC=2)(C2C=CC=CC=2)C2C=CC=CC=2)[P](C2C=CC=CC=2)(C2C=CC=CC=2)C2C=CC=CC=2)(C2C=CC=CC=2)C2C=CC=CC=2)=CC=1. The product is [F:1][C:2]1[CH:18]=[CH:17][C:5]([CH2:6][NH:7][C:8]([C:10]2[S:14][C:13]([C:22]3[CH:23]=[N:24][CH:25]=[C:20]([I:19])[N:21]=3)=[N:12][C:11]=2[CH3:16])=[O:9])=[CH:4][CH:3]=1. The yield is 0.0700. (5) The reactants are [N:1]1[CH:2]=[C:3]([CH:10]=O)[N:4]2[CH:9]=[CH:8][CH:7]=[CH:6][C:5]=12.[C:12]12([NH2:22])[CH2:21][CH:16]3[CH2:17][CH:18]([CH2:20][CH:14]([CH2:15]3)[CH2:13]1)[CH2:19]2. No catalyst specified. The product is [C:12]12([NH:22][CH2:10][C:3]3[N:4]4[CH:9]=[CH:8][CH:7]=[CH:6][C:5]4=[N:1][CH:2]=3)[CH2:19][CH:18]3[CH2:17][CH:16]([CH2:15][CH:14]([CH2:20]3)[CH2:13]1)[CH2:21]2. The yield is 0.690.